Dataset: Full USPTO retrosynthesis dataset with 1.9M reactions from patents (1976-2016). Task: Predict the reactants needed to synthesize the given product. (1) Given the product [CH3:51][C:48]12[CH2:47][CH:46]3[CH2:52][C:42]([CH3:41])([CH2:43][C:44]([NH:53][C:14]([C:7]4[N:6]=[C:5]([CH2:1][CH2:2][N:33]5[CH2:34][CH2:36][O:30][CH2:39][CH2:37]5)[N:9]5[CH:10]=[CH:11][CH:12]=[CH:13][C:8]=45)=[O:16])([CH2:45]3)[CH2:50]1)[CH2:49]2, predict the reactants needed to synthesize it. The reactants are: [CH2:1]([C:5]1[N:9]2[CH:10]=[CH:11][CH:12]=[CH:13][C:8]2=[C:7]([C:14]([OH:16])=O)[N:6]=1)[CH2:2]CC.C(Cl)CCl.C1C=CC2N([OH:30])N=NC=2C=1.C([N:33]([CH:37]([CH3:39])C)[CH:34]([CH3:36])C)C.Cl.[CH3:41][C:42]12[CH2:52][CH:46]3[CH2:47][C:48]([CH3:51])([CH2:50][C:44]([NH2:53])([CH2:45]3)[CH2:43]1)[CH2:49]2. (2) The reactants are: [OH:1][CH2:2][C:3]1[S:7][CH:6]=[C:5]([C:8]([N:10]2[CH2:15][CH2:14][CH2:13][CH2:12][CH2:11]2)=[O:9])[CH:4]=1.C1(P(C2C=CC=CC=2)C2C=CC=CC=2)C=CC=CC=1.CCOC(/N=N/C(OCC)=O)=O.[CH3:47][C:48]1[CH:53]=[CH:52][CH:51]=[CH:50][C:49]=1O. Given the product [N:10]1([C:8]([C:5]2[CH:4]=[C:3]([CH2:2][O:1][C:49]3[CH:50]=[CH:51][CH:52]=[CH:53][C:48]=3[CH3:47])[S:7][CH:6]=2)=[O:9])[CH2:11][CH2:12][CH2:13][CH2:14][CH2:15]1, predict the reactants needed to synthesize it. (3) Given the product [CH3:40][N:41]([CH3:45])[CH2:42][CH2:43][NH:44][C:32]([NH:23][C:22]1[CH:24]=[CH:25][C:19]([C:10]2[N:11]=[C:12]([N:13]3[CH2:18][CH2:17][O:16][CH2:15][CH2:14]3)[C:7]3[CH:6]=[CH:5][N:4]([CH2:3][C:2]([F:26])([F:1])[F:27])[C:8]=3[N:9]=2)=[CH:20][CH:21]=1)=[O:38], predict the reactants needed to synthesize it. The reactants are: [F:1][C:2]([F:27])([F:26])[CH2:3][N:4]1[C:8]2[N:9]=[C:10]([C:19]3[CH:25]=[CH:24][C:22]([NH2:23])=[CH:21][CH:20]=3)[N:11]=[C:12]([N:13]3[CH2:18][CH2:17][O:16][CH2:15][CH2:14]3)[C:7]=2[CH:6]=[CH:5]1.ClC(Cl)(O[C:32](=[O:38])OC(Cl)(Cl)Cl)Cl.[CH3:40][N:41]([CH3:45])[CH2:42][CH2:43][NH2:44]. (4) Given the product [CH3:19][O:20][CH:21]([C:25]([NH:27][CH2:28][C:29]([F:34])([F:35])[C:30]([F:31])([F:32])[F:33])=[O:26])[C:22]([NH:1][C@@H:2]1[C:8](=[O:9])[N:7]([CH3:10])[C:6]2[CH:11]=[CH:12][CH:13]=[CH:14][C:5]=2[C:4]2[CH:15]=[CH:16][CH:17]=[CH:18][C:3]1=2)=[O:23], predict the reactants needed to synthesize it. The reactants are: [NH2:1][C@@H:2]1[C:8](=[O:9])[N:7]([CH3:10])[C:6]2[CH:11]=[CH:12][CH:13]=[CH:14][C:5]=2[C:4]2[CH:15]=[CH:16][CH:17]=[CH:18][C:3]1=2.[CH3:19][O:20][CH:21]([C:25]([NH:27][CH2:28][C:29]([F:35])([F:34])[C:30]([F:33])([F:32])[F:31])=[O:26])[C:22](O)=[O:23]. (5) Given the product [C:1]([Si:5]([CH3:19])([CH3:18])[O:6][CH2:7][CH2:8][C:9]1[CH:14]=[CH:13][CH:12]=[C:11]([CH:31]2[CH2:34][O:33][CH2:32]2)[CH:10]=1)([CH3:4])([CH3:3])[CH3:2], predict the reactants needed to synthesize it. The reactants are: [C:1]([Si:5]([CH3:19])([CH3:18])[O:6][CH2:7][CH2:8][C:9]1[CH:10]=[C:11](B(O)O)[CH:12]=[CH:13][CH:14]=1)([CH3:4])([CH3:3])[CH3:2].C[Si]([N-][Si](C)(C)C)(C)C.[Na+].I[CH:31]1[CH2:34][O:33][CH2:32]1.C([O-])(O)=O.[Na+]. (6) Given the product [C:34]([O:38][C:39](=[O:45])[NH:40][CH2:41][CH2:42][CH2:43][O:44][C:49]1[C:48]2[C:47]([Cl:46])=[CH:56][CH:55]=[CH:54][C:53]=2[O:52][C:51](=[O:57])[CH:50]=1)([CH3:37])([CH3:35])[CH3:36], predict the reactants needed to synthesize it. The reactants are: C1(P(C2C=CC=CC=2)C2C=CC=CC=2)C=CC=CC=1.CC(OC(/N=N/C(OC(C)C)=O)=O)C.[C:34]([O:38][C:39](=[O:45])[NH:40][CH2:41][CH2:42][CH2:43][OH:44])([CH3:37])([CH3:36])[CH3:35].[Cl:46][C:47]1[CH:56]=[CH:55][CH:54]=[C:53]2[C:48]=1[C:49](O)=[CH:50][C:51](=[O:57])[O:52]2. (7) Given the product [CH3:37][O:36][C:26]1[CH:25]=[C:24]([NH:11][C:9]2[N:10]=[C:5]3[C:4]([C:12]4[CH:22]=[CH:21][C:15]5[N:16]([CH3:20])[CH2:17][CH2:18][O:19][C:14]=5[CH:13]=4)=[CH:3][C:2]([CH3:1])=[CH:7][N:6]3[N:8]=2)[CH:29]=[CH:28][C:27]=1[N:30]1[CH:34]=[C:33]([CH3:35])[N:32]=[CH:31]1, predict the reactants needed to synthesize it. The reactants are: [CH3:1][C:2]1[CH:3]=[C:4]([C:12]2[CH:22]=[CH:21][C:15]3[N:16]([CH3:20])[CH2:17][CH2:18][O:19][C:14]=3[CH:13]=2)[C:5]2[N:6]([N:8]=[C:9]([NH2:11])[N:10]=2)[CH:7]=1.Br[C:24]1[CH:29]=[CH:28][C:27]([N:30]2[CH:34]=[C:33]([CH3:35])[N:32]=[CH:31]2)=[C:26]([O:36][CH3:37])[CH:25]=1.C(Cl)Cl. (8) The reactants are: [CH:1]([N:4]1[C:8]([C:9]2[N:10]=[C:11]3[C:17]4[CH:18]=[CH:19][C:20]([C:22]5[CH:23]=[N:24][N:25]([C:27]([CH3:32])([CH3:31])[C:28](O)=[O:29])[CH:26]=5)=[CH:21][C:16]=4[O:15][CH2:14][CH2:13][N:12]3[CH:33]=2)=[N:7][C:6]([CH3:34])=[N:5]1)([CH3:3])[CH3:2].[NH4+].[Cl-].CC[N:39](C(C)C)C(C)C.F[P-](F)(F)(F)(F)F.C[N+](C)=C(N(C)C)ON1C2N=CC=CC=2N=N1.C(=O)(O)[O-].[Na+]. Given the product [CH:1]([N:4]1[C:8]([C:9]2[N:10]=[C:11]3[C:17]4[CH:18]=[CH:19][C:20]([C:22]5[CH:23]=[N:24][N:25]([C:27]([CH3:32])([CH3:31])[C:28]([NH2:39])=[O:29])[CH:26]=5)=[CH:21][C:16]=4[O:15][CH2:14][CH2:13][N:12]3[CH:33]=2)=[N:7][C:6]([CH3:34])=[N:5]1)([CH3:2])[CH3:3], predict the reactants needed to synthesize it. (9) Given the product [CH2:1]([N:4]1[C:12]2[C:11]([Cl:22])=[N:10][C:9](=[O:14])[N:8]([CH2:15][CH2:16][CH2:17][CH2:18][CH3:19])[C:7]=2[N:6]=[CH:5]1)[CH:2]=[CH2:3], predict the reactants needed to synthesize it. The reactants are: [CH2:1]([N:4]1[C:12]2[C:11](=O)[NH:10][C:9](=[O:14])[N:8]([CH2:15][CH2:16][CH2:17][CH2:18][CH3:19])[C:7]=2[N:6]=[CH:5]1)[CH:2]=[CH2:3].P(Cl)(Cl)([Cl:22])=O. (10) Given the product [CH3:1][O:2][C:3]1[CH:4]=[C:5]2[C:10](=[CH:11][CH:12]=1)[C:9](=[O:13])[N:8]([C:15]1[CH:16]=[N:17][CH:18]=[CH:19][C:20]=1[CH3:21])[CH2:7][CH2:6]2, predict the reactants needed to synthesize it. The reactants are: [CH3:1][O:2][C:3]1[CH:4]=[C:5]2[C:10](=[CH:11][CH:12]=1)[C:9](=[O:13])[NH:8][CH2:7][CH2:6]2.I[C:15]1[CH:16]=[N:17][CH:18]=[CH:19][C:20]=1[CH3:21].P([O-])([O-])([O-])=O.[K+].[K+].[K+].